Dataset: Reaction yield outcomes from USPTO patents with 853,638 reactions. Task: Predict the reaction yield, written as a fraction of the theoretical maximum amount of product (1.0 means a 100% yield; for example, 0.34 means a 34% yield). The reactants are C[O:2][C:3]([C:5]1[CH:6]=[CH:7][C:8]2[CH2:9][C@H:10]3[C@@H:15]([C:16]=2[CH:17]=1)[CH2:14][CH2:13][CH2:12][N:11]3[C:18]([C:20]1[CH:28]=[CH:27][C:23]2[NH:24][CH:25]=[N:26][C:22]=2[CH:21]=1)=[O:19])=[O:4].COC(C1C=CC2[C@@H]3[C@@H](N(C(C4C=CC5NC=NC=5C=4)=O)CCC3)CC=2C=1)=O. No catalyst specified. The product is [NH:24]1[C:23]2[CH:27]=[CH:28][C:20]([C:18]([N:11]3[CH2:12][CH2:13][CH2:14][C@@H:9]4[C:8]5[CH:7]=[CH:6][C:5]([C:3]([OH:2])=[O:4])=[CH:17][C:16]=5[CH2:15][C@H:10]34)=[O:19])=[CH:21][C:22]=2[N:26]=[CH:25]1. The yield is 0.0500.